Dataset: NCI-60 drug combinations with 297,098 pairs across 59 cell lines. Task: Regression. Given two drug SMILES strings and cell line genomic features, predict the synergy score measuring deviation from expected non-interaction effect. (1) Drug 1: COC1=CC(=CC(=C1O)OC)C2C3C(COC3=O)C(C4=CC5=C(C=C24)OCO5)OC6C(C(C7C(O6)COC(O7)C8=CC=CS8)O)O. Synergy scores: CSS=54.4, Synergy_ZIP=1.12, Synergy_Bliss=-0.308, Synergy_Loewe=-9.19, Synergy_HSA=0.269. Cell line: CCRF-CEM. Drug 2: CCCCC(=O)OCC(=O)C1(CC(C2=C(C1)C(=C3C(=C2O)C(=O)C4=C(C3=O)C=CC=C4OC)O)OC5CC(C(C(O5)C)O)NC(=O)C(F)(F)F)O. (2) Drug 1: C1=CC=C(C(=C1)C(C2=CC=C(C=C2)Cl)C(Cl)Cl)Cl. Drug 2: CN(C(=O)NC(C=O)C(C(C(CO)O)O)O)N=O. Cell line: SF-295. Synergy scores: CSS=4.62, Synergy_ZIP=-0.263, Synergy_Bliss=0.873, Synergy_Loewe=0.606, Synergy_HSA=-1.29. (3) Drug 1: CCCCCOC(=O)NC1=NC(=O)N(C=C1F)C2C(C(C(O2)C)O)O. Drug 2: CC1CCC2CC(C(=CC=CC=CC(CC(C(=O)C(C(C(=CC(C(=O)CC(OC(=O)C3CCCCN3C(=O)C(=O)C1(O2)O)C(C)CC4CCC(C(C4)OC)OCCO)C)C)O)OC)C)C)C)OC. Cell line: U251. Synergy scores: CSS=-1.22, Synergy_ZIP=2.56, Synergy_Bliss=1.85, Synergy_Loewe=-5.91, Synergy_HSA=-5.07. (4) Drug 1: C1C(C(OC1N2C=NC3=C(N=C(N=C32)Cl)N)CO)O. Drug 2: CS(=O)(=O)CCNCC1=CC=C(O1)C2=CC3=C(C=C2)N=CN=C3NC4=CC(=C(C=C4)OCC5=CC(=CC=C5)F)Cl. Cell line: SR. Synergy scores: CSS=29.2, Synergy_ZIP=-0.979, Synergy_Bliss=-4.74, Synergy_Loewe=-33.9, Synergy_HSA=-6.07. (5) Drug 1: C1=CC(=CC=C1C#N)C(C2=CC=C(C=C2)C#N)N3C=NC=N3. Drug 2: CCN(CC)CCNC(=O)C1=C(NC(=C1C)C=C2C3=C(C=CC(=C3)F)NC2=O)C. Cell line: OVCAR-5. Synergy scores: CSS=-4.70, Synergy_ZIP=2.53, Synergy_Bliss=0.723, Synergy_Loewe=-3.26, Synergy_HSA=-4.16. (6) Drug 1: CC=C1C(=O)NC(C(=O)OC2CC(=O)NC(C(=O)NC(CSSCCC=C2)C(=O)N1)C(C)C)C(C)C. Cell line: SK-MEL-28. Synergy scores: CSS=13.6, Synergy_ZIP=1.34, Synergy_Bliss=7.21, Synergy_Loewe=-4.05, Synergy_HSA=5.03. Drug 2: CCC1(CC2CC(C3=C(CCN(C2)C1)C4=CC=CC=C4N3)(C5=C(C=C6C(=C5)C78CCN9C7C(C=CC9)(C(C(C8N6C)(C(=O)OC)O)OC(=O)C)CC)OC)C(=O)OC)O.OS(=O)(=O)O. (7) Drug 1: C1=CN(C(=O)N=C1N)C2C(C(C(O2)CO)O)O.Cl. Drug 2: CC1=C(N=C(N=C1N)C(CC(=O)N)NCC(C(=O)N)N)C(=O)NC(C(C2=CN=CN2)OC3C(C(C(C(O3)CO)O)O)OC4C(C(C(C(O4)CO)O)OC(=O)N)O)C(=O)NC(C)C(C(C)C(=O)NC(C(C)O)C(=O)NCCC5=NC(=CS5)C6=NC(=CS6)C(=O)NCCC[S+](C)C)O. Cell line: SN12C. Synergy scores: CSS=35.4, Synergy_ZIP=-6.74, Synergy_Bliss=-0.153, Synergy_Loewe=-2.46, Synergy_HSA=1.84. (8) Drug 1: C1C(C(OC1N2C=NC3=C2NC=NCC3O)CO)O. Drug 2: C1C(C(OC1N2C=NC(=NC2=O)N)CO)O. Cell line: ACHN. Synergy scores: CSS=1.71, Synergy_ZIP=-0.488, Synergy_Bliss=-0.387, Synergy_Loewe=-2.96, Synergy_HSA=-1.68. (9) Drug 1: CCCCC(=O)OCC(=O)C1(CC(C2=C(C1)C(=C3C(=C2O)C(=O)C4=C(C3=O)C=CC=C4OC)O)OC5CC(C(C(O5)C)O)NC(=O)C(F)(F)F)O. Drug 2: COC1=C2C(=CC3=C1OC=C3)C=CC(=O)O2. Cell line: NCI-H460. Synergy scores: CSS=47.4, Synergy_ZIP=-2.41, Synergy_Bliss=-4.96, Synergy_Loewe=-21.8, Synergy_HSA=-5.20. (10) Drug 1: C1=C(C(=O)NC(=O)N1)N(CCCl)CCCl. Drug 2: C1CN(P(=O)(OC1)NCCCl)CCCl. Cell line: UACC62. Synergy scores: CSS=11.5, Synergy_ZIP=-7.97, Synergy_Bliss=-10.4, Synergy_Loewe=-19.1, Synergy_HSA=-10.4.